From a dataset of Peptide-MHC class II binding affinity with 134,281 pairs from IEDB. Regression. Given a peptide amino acid sequence and an MHC pseudo amino acid sequence, predict their binding affinity value. This is MHC class II binding data. (1) The peptide sequence is GYKVLVLNPSV. The MHC is DRB1_0901 with pseudo-sequence DRB1_0901. The binding affinity (normalized) is 0.161. (2) The peptide sequence is AFKVPATAANAAPAN. The binding affinity (normalized) is 0.271. The MHC is DRB1_0802 with pseudo-sequence DRB1_0802.